From a dataset of Forward reaction prediction with 1.9M reactions from USPTO patents (1976-2016). Predict the product of the given reaction. (1) Given the reactants [C:1]([Si:5]([C:24]1[CH:29]=[CH:28][CH:27]=[CH:26][CH:25]=1)([C:18]1[CH:23]=[CH:22][CH:21]=[CH:20][CH:19]=1)[O:6][CH2:7][CH2:8][C:9]1([CH2:15][CH2:16]O)[CH2:14][CH2:13][CH2:12][CH2:11][CH2:10]1)([CH3:4])([CH3:3])[CH3:2].[C:30]1(=[O:40])[NH:34][C:33](=[O:35])[C:32]2=[CH:36][CH:37]=[CH:38][CH:39]=[C:31]12.C1(P(C2C=CC=CC=2)C2C=CC=CC=2)C=CC=CC=1.N(C(OCC)=O)=NC(OCC)=O, predict the reaction product. The product is: [O:6]([CH2:7][CH2:8][C:9]1([CH2:15][CH2:16][C:39]2[CH:38]=[CH:37][CH:36]=[C:32]3[C:33]([NH:34][C:30](=[O:40])[C:31]=23)=[O:35])[CH2:10][CH2:11][CH2:12][CH2:13][CH2:14]1)[Si:5]([C:1]([CH3:4])([CH3:3])[CH3:2])([C:24]1[CH:25]=[CH:26][CH:27]=[CH:28][CH:29]=1)[C:18]1[CH:23]=[CH:22][CH:21]=[CH:20][CH:19]=1. (2) Given the reactants C([O:3][C:4](=[O:33])[CH2:5][N:6]1[C:14]2[C:9](=[CH:10][CH:11]=[C:12]([NH:15][C:16](=[O:32])[CH2:17][CH2:18][C:19]#[C:20][C:21]3[CH:26]=[CH:25][CH:24]=[C:23]([O:27][C:28]([F:31])([F:30])[F:29])[CH:22]=3)[CH:13]=2)[CH:8]=[CH:7]1)C.[H-].[Na+].CI.[C:38](OCC)(=O)C, predict the reaction product. The product is: [CH3:38][N:15]([C:16](=[O:32])[CH2:17][CH2:18][C:19]#[C:20][C:21]1[CH:26]=[CH:25][CH:24]=[C:23]([O:27][C:28]([F:30])([F:29])[F:31])[CH:22]=1)[C:12]1[CH:13]=[C:14]2[C:9]([CH:8]=[CH:7][N:6]2[CH2:5][C:4]([OH:3])=[O:33])=[CH:10][CH:11]=1. (3) Given the reactants [CH3:1][C:2]1[CH:7]=[CH:6][N:5]=[C:4]([S:8][CH3:9])[N:3]=1.C([O:12][C:13](=O)[C:14]1[CH:19]=[CH:18][C:17]([F:20])=[CH:16][CH:15]=1)C.C[Si]([N-][Si](C)(C)C)(C)C.[Li+].O, predict the reaction product. The product is: [F:20][C:17]1[CH:18]=[CH:19][C:14]([C:13](=[O:12])[CH2:1][C:2]2[CH:7]=[CH:6][N:5]=[C:4]([S:8][CH3:9])[N:3]=2)=[CH:15][CH:16]=1. (4) Given the reactants [NH2:1][C:2]1[CH:10]=[C:9]([O:11][CH3:12])[CH:8]=[C:7]([O:13][CH3:14])[C:3]=1[C:4]([NH2:6])=[O:5].[C:15]([N:18]1[CH2:23][CH2:22][CH:21]([O:24][C:25]2[CH:32]=[CH:31][C:28]([CH:29]=O)=[CH:27][CH:26]=2)[CH2:20][CH2:19]1)(=[O:17])[CH3:16].OS([O-])=O.[Na+].CC1C=CC(S(O)(=O)=O)=CC=1, predict the reaction product. The product is: [C:15]([N:18]1[CH2:23][CH2:22][CH:21]([O:24][C:25]2[CH:26]=[CH:27][C:28]([C:29]3[NH:6][C:4](=[O:5])[C:3]4[C:2](=[CH:10][C:9]([O:11][CH3:12])=[CH:8][C:7]=4[O:13][CH3:14])[N:1]=3)=[CH:31][CH:32]=2)[CH2:20][CH2:19]1)(=[O:17])[CH3:16].